From a dataset of NCI-60 drug combinations with 297,098 pairs across 59 cell lines. Regression. Given two drug SMILES strings and cell line genomic features, predict the synergy score measuring deviation from expected non-interaction effect. (1) Drug 1: COC1=CC(=CC(=C1O)OC)C2C3C(COC3=O)C(C4=CC5=C(C=C24)OCO5)OC6C(C(C7C(O6)COC(O7)C8=CC=CS8)O)O. Drug 2: CC(C)(C#N)C1=CC(=CC(=C1)CN2C=NC=N2)C(C)(C)C#N. Cell line: OVCAR-8. Synergy scores: CSS=17.0, Synergy_ZIP=-0.284, Synergy_Bliss=-2.70, Synergy_Loewe=-13.2, Synergy_HSA=-1.55. (2) Drug 2: CCCCCOC(=O)NC1=NC(=O)N(C=C1F)C2C(C(C(O2)C)O)O. Synergy scores: CSS=0.495, Synergy_ZIP=-4.43, Synergy_Bliss=-10.9, Synergy_Loewe=-6.43, Synergy_HSA=-9.09. Cell line: BT-549. Drug 1: CN1C(=O)N2C=NC(=C2N=N1)C(=O)N. (3) Synergy scores: CSS=60.2, Synergy_ZIP=-2.64, Synergy_Bliss=0.897, Synergy_Loewe=-0.862, Synergy_HSA=3.30. Drug 2: B(C(CC(C)C)NC(=O)C(CC1=CC=CC=C1)NC(=O)C2=NC=CN=C2)(O)O. Drug 1: CC1=C(N=C(N=C1N)C(CC(=O)N)NCC(C(=O)N)N)C(=O)NC(C(C2=CN=CN2)OC3C(C(C(C(O3)CO)O)O)OC4C(C(C(C(O4)CO)O)OC(=O)N)O)C(=O)NC(C)C(C(C)C(=O)NC(C(C)O)C(=O)NCCC5=NC(=CS5)C6=NC(=CS6)C(=O)NCCC[S+](C)C)O. Cell line: UO-31.